Dataset: TCR-epitope binding with 47,182 pairs between 192 epitopes and 23,139 TCRs. Task: Binary Classification. Given a T-cell receptor sequence (or CDR3 region) and an epitope sequence, predict whether binding occurs between them. (1) The epitope is GTITSGWTF. The TCR CDR3 sequence is CASSVAEGGEAFF. Result: 0 (the TCR does not bind to the epitope). (2) The epitope is TVYDPLQPELDSFK. The TCR CDR3 sequence is CASSRRTSGRADTQYF. Result: 0 (the TCR does not bind to the epitope). (3) The epitope is FLASKIGRLV. The TCR CDR3 sequence is CASSLGGPFNEQFF. Result: 0 (the TCR does not bind to the epitope). (4) The epitope is FLPRVFSAV. The TCR CDR3 sequence is CASSQSPYEQYF. Result: 1 (the TCR binds to the epitope). (5) The epitope is DPFRLLQNSQVFS. The TCR CDR3 sequence is CASSQERGVRSSQYGSNQPQHF. Result: 1 (the TCR binds to the epitope). (6) The epitope is LLMPILTLT. The TCR CDR3 sequence is CASSLWPSRQETQYF. Result: 0 (the TCR does not bind to the epitope). (7) The epitope is YLKLTDNVYIK. The TCR CDR3 sequence is CASSQEWSYEQYF. Result: 0 (the TCR does not bind to the epitope).